This data is from Full USPTO retrosynthesis dataset with 1.9M reactions from patents (1976-2016). The task is: Predict the reactants needed to synthesize the given product. (1) Given the product [Cl:36][C:30]1[CH:31]=[CH:32][CH:33]=[C:34]([Cl:35])[C:29]=1[NH:28][C:25]1[N:26]([CH3:27])[C:22]2=[C:21]3[C:20](=[CH:38][CH:37]=[C:23]2[N:24]=1)[N:19]=[C:3]([C:4]1[CH:9]=[CH:8][CH:7]=[CH:6][CH:5]=1)[NH:41][C:39]3=[O:40], predict the reactants needed to synthesize it. The reactants are: N[NH-].[C:3](Cl)(=O)[C:4]1[CH:9]=[CH:8][CH:7]=[CH:6][CH:5]=1.C(N(CC)CC)C.[NH2:19][C:20]1[CH:38]=[CH:37][C:23]2[N:24]=[C:25]([NH:28][C:29]3[C:34]([Cl:35])=[CH:33][CH:32]=[CH:31][C:30]=3[Cl:36])[N:26]([CH3:27])[C:22]=2[C:21]=1[C:39]([NH2:41])=[O:40]. (2) Given the product [F:28][C:22]([F:27])([S:23]([O:17][C:8]1[C:7]2[CH:18]=[C:3]([O:2][CH3:1])[CH:4]=[CH:5][C:6]=2[N:12]2[C:13]([CH3:16])=[N:14][N:15]=[C:11]2[CH2:10][CH:9]=1)(=[O:25])=[O:24])[C:21]([F:29])([F:30])[C:20]([F:35])([F:19])[C:31]([F:34])([F:33])[F:32], predict the reactants needed to synthesize it. The reactants are: [CH3:1][O:2][C:3]1[CH:4]=[CH:5][C:6]2[N:12]3[C:13]([CH3:16])=[N:14][N:15]=[C:11]3[CH2:10][CH2:9][C:8](=[O:17])[C:7]=2[CH:18]=1.[F:19][C:20]([F:35])([C:31]([F:34])([F:33])[F:32])[C:21]([F:30])([F:29])[C:22]([F:28])([F:27])[S:23](F)(=[O:25])=[O:24]. (3) The reactants are: [F:1][C:2]1[CH:3]=[C:4]([S:14]([NH:17][C:18]2[CH:23]=[C:22]([N+:24]([O-])=O)[CH:21]=[CH:20][C:19]=2[O:27][CH3:28])(=[O:16])=[O:15])[CH:5]=[CH:6][C:7]=1[C:8]1[O:9][C:10]([CH3:13])=[CH:11][CH:12]=1. Given the product [NH2:24][C:22]1[CH:21]=[CH:20][C:19]([O:27][CH3:28])=[C:18]([NH:17][S:14]([C:4]2[CH:5]=[CH:6][C:7]([C:8]3[O:9][C:10]([CH3:13])=[CH:11][CH:12]=3)=[C:2]([F:1])[CH:3]=2)(=[O:16])=[O:15])[CH:23]=1, predict the reactants needed to synthesize it. (4) Given the product [CH:14]([C@@H:9]([NH:8][C:6](=[O:7])[O:5][C:1]([CH3:2])([CH3:4])[CH3:3])[CH2:10][CH:11]([CH3:13])[CH3:12])=[O:15], predict the reactants needed to synthesize it. The reactants are: [C:1]([O:5][C:6]([NH:8][C@H:9]([CH2:14][OH:15])[CH2:10][CH:11]([CH3:13])[CH3:12])=[O:7])([CH3:4])([CH3:3])[CH3:2].CC(OI1(OC(C)=O)(OC(C)=O)OC(=O)C2C=CC=CC1=2)=O.C([O-])(O)=O.[Na+].[O-]S([O-])(=S)=O.[Na+].[Na+]. (5) Given the product [Br:19][C:15]1[N:14]=[C:13]([C:24]([OH:25])([CH3:26])[CH3:23])[CH:18]=[CH:17][CH:16]=1, predict the reactants needed to synthesize it. The reactants are: C([Li])CCC.CCCCCC.Br[C:13]1[CH:18]=[CH:17][CH:16]=[C:15]([Br:19])[N:14]=1.C(=O)=O.[CH3:23][C:24]([CH3:26])=[O:25].[Cl-].[NH4+]. (6) Given the product [O:19]=[C:13]([CH2:1][CH2:2][CH2:3][CH2:4][CH2:5][CH2:6][CH2:7][CH2:8][CH2:9][CH2:10][CH2:11][CH3:12])/[CH:17]=[CH:16]/[CH:15]=[O:14], predict the reactants needed to synthesize it. The reactants are: [CH2:1]([C:13]1[O:14][CH:15]=[CH:16][CH:17]=1)[CH2:2][CH2:3][CH2:4][CH2:5][CH2:6][CH2:7][CH2:8][CH2:9][CH2:10][CH2:11][CH3:12].C([O-])(O)=[O:19].[Na+].C1C(=O)N(Br)C(=O)C1.N1C=CC=CC=1. (7) Given the product [C:1]1([C:55]2[CH:56]=[CH:57][CH:58]=[CH:59][CH:60]=2)[CH:6]=[CH:5][C:4]([C@@:7]2([O:53][CH3:54])[CH2:24][N:23]3[C@H:9]([C:10](=[O:52])[NH:11][C@:12]4([C:47]([OH:49])=[O:48])[CH2:46][C@H:13]4[CH:14]=[CH:15][CH2:16][CH2:17][CH2:18][N:19]([S:34]([C:37]4[CH:42]=[CH:41][CH:40]=[CH:39][C:38]=4[N+:43]([O-:45])=[O:44])(=[O:36])=[O:35])[CH2:20][C@H:21]([NH:26][C:27]([O:29][C:30]([CH3:33])([CH3:31])[CH3:32])=[O:28])[C:22]3=[O:25])[CH2:8]2)=[CH:3][CH:2]=1, predict the reactants needed to synthesize it. The reactants are: [C:1]1([C:55]2[CH:60]=[CH:59][CH:58]=[CH:57][CH:56]=2)[CH:6]=[CH:5][C:4]([C@@:7]2([O:53][CH3:54])[CH2:24][N:23]3[C@H:9]([C:10](=[O:52])[NH:11][C@:12]4([C:47]([O:49]CC)=[O:48])[CH2:46][C@H:13]4[CH:14]=[CH:15][CH2:16][CH2:17][CH2:18][N:19]([S:34]([C:37]4[CH:42]=[CH:41][CH:40]=[CH:39][C:38]=4[N+:43]([O-:45])=[O:44])(=[O:36])=[O:35])[CH2:20][C@H:21]([NH:26][C:27]([O:29][C:30]([CH3:33])([CH3:32])[CH3:31])=[O:28])[C:22]3=[O:25])[CH2:8]2)=[CH:3][CH:2]=1.O.CO. (8) Given the product [C:1]([O:5][C:6]([NH:8][CH:9]([CH2:16][S:17][C:18]1[CH:19]=[CH:20][CH:21]=[CH:22][CH:23]=1)[CH2:10][CH2:11][C:12]([O:14][CH3:15])=[O:13])=[O:7])([CH3:4])([CH3:2])[CH3:3], predict the reactants needed to synthesize it. The reactants are: [C:1]([O:5][C:6]([NH:8][CH:9]([CH2:16][S:17][C:18]1[CH:23]=[CH:22][CH:21]=[CH:20][CH:19]=1)/[CH:10]=[CH:11]/[C:12]([O:14][CH3:15])=[O:13])=[O:7])([CH3:4])([CH3:3])[CH3:2]. (9) Given the product [Br:17][C:5]1[CH:6]=[CH:7][C:2]([NH2:1])=[N:3][C:4]=1[CH2:8][CH3:9], predict the reactants needed to synthesize it. The reactants are: [NH2:1][C:2]1[CH:7]=[CH:6][CH:5]=[C:4]([CH2:8][CH3:9])[N:3]=1.C1C(=O)N([Br:17])C(=O)C1. (10) The reactants are: [NH2:1][C@@H:2]([C:6]1[CH:10]=[CH:9][S:8][CH:7]=1)[C:3]([OH:5])=[O:4].C([O-])([O-])=O.[K+].[K+].[CH3:17][C:18]([O:21][C:22](O[C:22]([O:21][C:18]([CH3:20])([CH3:19])[CH3:17])=[O:23])=[O:23])([CH3:20])[CH3:19]. Given the product [C:18]([O:21][C:22]([NH:1][C@@H:2]([C:6]1[CH:10]=[CH:9][S:8][CH:7]=1)[C:3]([OH:5])=[O:4])=[O:23])([CH3:20])([CH3:19])[CH3:17], predict the reactants needed to synthesize it.